The task is: Regression/Classification. Given a drug SMILES string, predict its toxicity properties. Task type varies by dataset: regression for continuous values (e.g., LD50, hERG inhibition percentage) or binary classification for toxic/non-toxic outcomes (e.g., AMES mutagenicity, cardiotoxicity, hepatotoxicity). Dataset: ames.. This data is from Ames mutagenicity test results for genotoxicity prediction. The drug is CSC(C)(C)C(=O)NC(CS)C(=O)O. The result is 0 (non-mutagenic).